From a dataset of Experimentally validated miRNA-target interactions with 360,000+ pairs, plus equal number of negative samples. Binary Classification. Given a miRNA mature sequence and a target amino acid sequence, predict their likelihood of interaction. The protein sequence of the target gene is MPSAKQRGSKGGHGAASPSDKGAHPSGGADDVAKKPPAAPQQPQPPAPHPPQHPQNQAHRGGHRGRSSAATANASSASCSRRLGRVLNFLFYLSLVAAAAFSGWYVHHVLEEVQQVRRGHQDFSRQRDELGQGLQGVEQKVQSLQATFGTFESLLRNSQHKQDLTEKAVKEGESELNRISEVLQKLQNEILKDLSDGIHVVKDARERDFTSLENTVEERLTELTKSINDNIAIFTDVQKRSQKEINEVKMKVASLEESKGDRSQDVKTLKDAVKEVQASMMSRERDIEALKSSLQTMESD.... The miRNA is hsa-miR-4785 with sequence AGAGUCGGCGACGCCGCCAGC. Result: 0 (no interaction).